From a dataset of Forward reaction prediction with 1.9M reactions from USPTO patents (1976-2016). Predict the product of the given reaction. (1) Given the reactants [CH2:1]([OH:5])[CH2:2][CH2:3][CH3:4].O=S(Cl)[Cl:8].[NH2:10][C@@H:11]([CH3:15])[C:12](O)=[O:13], predict the reaction product. The product is: [ClH:8].[NH2:10][C@@H:11]([CH3:15])[C:12]([O:5][CH2:1][CH2:2][CH2:3][CH3:4])=[O:13]. (2) Given the reactants C([O:8][C:9]1[CH:14]=[C:13]([O:15]CC2C=CC=CC=2)[C:12]([C:23]([CH3:25])=[CH2:24])=[CH:11][C:10]=1[C:26]([N:28]1[CH2:36][C:35]2[C:30](=[CH:31][CH:32]=[CH:33][C:34]=2[O:37][CH2:38][CH2:39][CH2:40][N:41]2[CH2:46][CH2:45][O:44][CH2:43][CH2:42]2)[CH2:29]1)=[O:27])C1C=CC=CC=1.Cl.CCOC(C)=O, predict the reaction product. The product is: [OH:8][C:9]1[CH:14]=[C:13]([OH:15])[C:12]([CH:23]([CH3:25])[CH3:24])=[CH:11][C:10]=1[C:26]([N:28]1[CH2:36][C:35]2[C:30](=[CH:31][CH:32]=[CH:33][C:34]=2[O:37][CH2:38][CH2:39][CH2:40][N:41]2[CH2:42][CH2:43][O:44][CH2:45][CH2:46]2)[CH2:29]1)=[O:27]. (3) Given the reactants [O:1]1[CH2:5][CH2:4][CH:3]([CH2:6][OH:7])[CH2:2]1.O[C:9]1[CH:18]=[CH:17][C:12]([C:13]([O:15]C)=[O:14])=[CH:11][CH:10]=1.C1(P(C2C=CC=CC=2)C2C=CC=CC=2)C=CC=CC=1.N(C(OCC)=O)=NC(OCC)=O.[OH-].[Na+], predict the reaction product. The product is: [O:1]1[CH2:5][CH2:4][CH:3]([CH2:6][O:7][C:9]2[CH:18]=[CH:17][C:12]([C:13]([OH:15])=[O:14])=[CH:11][CH:10]=2)[CH2:2]1.